Dataset: Full USPTO retrosynthesis dataset with 1.9M reactions from patents (1976-2016). Task: Predict the reactants needed to synthesize the given product. (1) Given the product [Cl:1][C:2]1[CH:3]=[C:4]([C:10]([C:12]2[C:16]3[CH:17]=[CH:18][CH:19]=[CH:20][C:15]=3[O:14][C:13]=2[CH2:21][CH3:22])=[O:11])[CH:5]=[CH:6][C:7]=1[OH:8], predict the reactants needed to synthesize it. The reactants are: [Cl:1][C:2]1[CH:3]=[C:4]([C:10]([C:12]2[C:16]3[CH:17]=[CH:18][CH:19]=[CH:20][C:15]=3[O:14][C:13]=2[CH2:21][CH3:22])=[O:11])[CH:5]=[CH:6][C:7]=1[O:8]C. (2) Given the product [Cl:1][C:2]1[CH:7]=[C:6]([C:8]([F:10])([F:11])[CH3:9])[CH:5]=[CH:4][N+:3]=1[O-:12], predict the reactants needed to synthesize it. The reactants are: [Cl:1][C:2]1[CH:7]=[C:6]([C:8]([F:11])([F:10])[CH3:9])[CH:5]=[CH:4][N:3]=1.[OH:12]O. (3) Given the product [CH3:1][N:2]([CH3:11])[C:3]1[CH:4]=[C:5]([CH:6]=[CH:7][CH:8]=1)[CH:9]=[O:10], predict the reactants needed to synthesize it. The reactants are: [CH3:1][N:2]([CH3:11])[C:3]1[CH:4]=[C:5]([CH2:9][OH:10])[CH:6]=[CH:7][CH:8]=1.CC(OI1(OC(C)=O)(OC(C)=O)OC(=O)C2C=CC=CC1=2)=O.C([O-])(O)=O.[Na+]. (4) Given the product [CH:1]12[CH2:7][CH:4]([CH2:5][CH2:6]1)[CH2:3][CH:2]2[NH:8][C:9]1[S:10][C:11]2([CH2:22][CH2:23][N:34]([CH:29]3[CH2:33][CH2:32][CH2:31][CH2:30]3)[CH2:16][CH2:15]2)[C:12](=[O:14])[N:13]=1, predict the reactants needed to synthesize it. The reactants are: [CH:1]12[CH2:7][CH:4]([CH2:5][CH2:6]1)[CH2:3][CH:2]2[NH:8][C:9]1[S:10][C:11]([CH2:22][CH2:23]OS(C)(=O)=O)([CH2:15][CH2:16]OS(C)(=O)=O)[C:12](=[O:14])[N:13]=1.[CH:29]1([NH2:34])[CH2:33][CH2:32][CH2:31][CH2:30]1.CO. (5) The reactants are: [N:1]1([C:6]2[CH:11]=[CH:10][CH:9]=[CH:8][C:7]=2[C:12]#[N:13])[CH:5]=[N:4][CH:3]=[N:2]1. Given the product [N:1]1([C:6]2[CH:11]=[CH:10][CH:9]=[CH:8][C:7]=2[CH2:12][NH2:13])[CH:5]=[N:4][CH:3]=[N:2]1, predict the reactants needed to synthesize it.